The task is: Predict the product of the given reaction.. This data is from Forward reaction prediction with 1.9M reactions from USPTO patents (1976-2016). (1) Given the reactants I[C:2]1[CH:7]=[CH:6][CH:5]=[CH:4][C:3]=1[N+:8]([O-:10])=[O:9].[CH2:11]([O:13][P:14]([O:18]CC)[O:15][CH2:16][CH3:17])[CH3:12], predict the reaction product. The product is: [CH2:11]([O:13][P:14]([C:2]1[CH:7]=[CH:6][CH:5]=[CH:4][C:3]=1[N+:8]([O-:10])=[O:9])(=[O:18])[O:15][CH2:16][CH3:17])[CH3:12]. (2) Given the reactants [NH2:1][C:2]1[CH:3]=[C:4]([CH:8]=[CH:9][C:10]=1[F:11])[C:5]([NH2:7])=[O:6].C(N(C(C)C)CC)(C)C.[C:21](Cl)(=[O:24])[CH:22]=[CH2:23], predict the reaction product. The product is: [C:21]([NH:1][C:2]1[CH:3]=[C:4]([CH:8]=[CH:9][C:10]=1[F:11])[C:5]([NH2:7])=[O:6])(=[O:24])[CH:22]=[CH2:23]. (3) Given the reactants CN[C@@H]1CCCC[C@H]1NC.C(=O)([O-])[O-].[K+].[K+].[NH:17]1[CH:21]=[CH:20][C:19]([N:22]2[CH2:26][CH2:25][NH:24][C:23]2=[O:27])=[N:18]1.Br[CH:29]1[C:37]2[C:32](=[N:33][C:34]([CH3:38])=[CH:35][CH:36]=2)[N:31]([C:39]2[CH:44]=[CH:43][C:42]([O:45][CH3:46])=[CH:41][C:40]=2[CH3:47])[CH2:30]1, predict the reaction product. The product is: [CH3:46][O:45][C:42]1[CH:43]=[CH:44][C:39]([N:31]2[C:32]3=[N:33][C:34]([CH3:38])=[CH:35][C:36]([N:17]4[CH:21]=[CH:20][C:19]([N:22]5[CH2:26][CH2:25][NH:24][C:23]5=[O:27])=[N:18]4)=[C:37]3[CH2:29][CH2:30]2)=[C:40]([CH3:47])[CH:41]=1.